Predict the reactants needed to synthesize the given product. From a dataset of Full USPTO retrosynthesis dataset with 1.9M reactions from patents (1976-2016). (1) Given the product [F:40][C:34]1[CH:35]=[C:36]([F:39])[CH:37]=[CH:38][C:33]=1[N:10]1[CH:9]([CH2:8][CH2:7][CH:6]([OH:41])[CH2:5][OH:4])[C:18]2[C:14]3=[C:15]([C:19](=[O:23])[N:20]([CH3:22])[CH:21]=[C:13]3[C:12]3[CH:24]=[C:25]([CH2:28][S:29]([CH3:32])(=[O:30])=[O:31])[CH:26]=[CH:27][C:11]1=3)[NH:16][CH:17]=2, predict the reactants needed to synthesize it. The reactants are: C([O:4][CH2:5][CH:6]([O:41]C(=O)C)[CH2:7][CH2:8][CH:9]1[C:18]2[C:14]3=[C:15]([C:19](=[O:23])[N:20]([CH3:22])[CH:21]=[C:13]3[C:12]3[CH:24]=[C:25]([CH2:28][S:29]([CH3:32])(=[O:31])=[O:30])[CH:26]=[CH:27][C:11]=3[N:10]1[C:33]1[CH:38]=[CH:37][C:36]([F:39])=[CH:35][C:34]=1[F:40])[NH:16][CH:17]=2)(=O)C.[OH-].[Li+].O. (2) Given the product [CH:6]1([NH:9][C:10]([C:12]2[CH:17]=[C:16]([C:18]3[C:19]([C:27]([NH:29][C:30]4[S:31][CH:32]=[CH:33][N:34]=4)=[O:28])=[CH:20][C:21]([C:24]([NH:5][CH2:4][CH:1]4[CH2:3][CH2:2]4)=[O:25])=[CH:22][CH:23]=3)[C:15]([CH3:35])=[C:14]([F:36])[CH:13]=2)=[O:11])[CH2:8][CH2:7]1, predict the reactants needed to synthesize it. The reactants are: [CH:1]1([CH2:4][NH2:5])[CH2:3][CH2:2]1.[CH:6]1([NH:9][C:10]([C:12]2[CH:13]=[C:14]([F:36])[C:15]([CH3:35])=[C:16]([C:18]3[CH:23]=[CH:22][C:21]([C:24](O)=[O:25])=[CH:20][C:19]=3[C:27]([NH:29][C:30]3[S:31][CH:32]=[CH:33][N:34]=3)=[O:28])[CH:17]=2)=[O:11])[CH2:8][CH2:7]1.Cl.CN(C)CCCN=C=NCC.CCOC(C)=O. (3) Given the product [CH3:15][O:14][C:12]([C@@H:7]1[CH2:8][CH2:9][CH2:10][CH2:11][C@H:6]1[C:4](=[O:5])[CH:3]([C:16]1[CH:17]=[CH:18][C:19]([Br:22])=[CH:20][CH:21]=1)[NH:2][C:27](=[O:28])[C:26]1[CH:30]=[CH:31][CH:32]=[C:24]([Cl:23])[CH:25]=1)=[O:13], predict the reactants needed to synthesize it. The reactants are: Cl.[NH2:2][CH:3]([C:16]1[CH:21]=[CH:20][C:19]([Br:22])=[CH:18][CH:17]=1)[C:4]([C@@H:6]1[CH2:11][CH2:10][CH2:9][CH2:8][C@H:7]1[C:12]([O:14][CH3:15])=[O:13])=[O:5].[Cl:23][C:24]1[CH:25]=[C:26]([CH:30]=[CH:31][CH:32]=1)[C:27](Cl)=[O:28].C(N(CC)C(C)C)(C)C.